From a dataset of Reaction yield outcomes from USPTO patents with 853,638 reactions. Predict the reaction yield, written as a fraction of the theoretical maximum amount of product (1.0 means a 100% yield; for example, 0.34 means a 34% yield). (1) The yield is 0.800. The catalyst is CN(C)C=O.C1C=CC([P]([Pd]([P](C2C=CC=CC=2)(C2C=CC=CC=2)C2C=CC=CC=2)([P](C2C=CC=CC=2)(C2C=CC=CC=2)C2C=CC=CC=2)[P](C2C=CC=CC=2)(C2C=CC=CC=2)C2C=CC=CC=2)(C2C=CC=CC=2)C2C=CC=CC=2)=CC=1. The reactants are [Cl:1][C:2]1[CH:3]=[C:4]([NH:8][C:9]2[N:14]=[C:13]([C:15]3[CH:20]=[CH:19][N:18]=[C:17](Cl)[CH:16]=3)[N:12]=[CH:11][N:10]=2)[CH:5]=[CH:6][CH:7]=1.[C-:22]#[N:23].ClCCl. The product is [Cl:1][C:2]1[CH:3]=[C:4]([NH:8][C:9]2[N:10]=[CH:11][N:12]=[C:13]([C:15]3[CH:20]=[CH:19][N:18]=[C:17]([C:22]#[N:23])[CH:16]=3)[N:14]=2)[CH:5]=[CH:6][CH:7]=1. (2) The catalyst is O. The yield is 0.330. The reactants are C[O:2][C:3](=[O:34])[CH2:4][CH2:5][CH2:6][CH2:7][CH2:8][CH2:9][CH2:10][NH:11][C:12](=[O:33])[C:13]1[CH:18]=[CH:17][C:16]([CH:19]=[N:20][N:21]=[C:22]2[C:30]3[C:25](=[CH:26][CH:27]=[C:28]([F:31])[CH:29]=3)[NH:24][C:23]2=[O:32])=[CH:15][CH:14]=1.CO.[Li+].[OH-].Cl. The product is [F:31][C:28]1[CH:29]=[C:30]2[C:25](=[CH:26][CH:27]=1)[NH:24][C:23](=[O:32])[C:22]2=[N:21][N:20]=[CH:19][C:16]1[CH:15]=[CH:14][C:13]([C:12]([NH:11][CH2:10][CH2:9][CH2:8][CH2:7][CH2:6][CH2:5][CH2:4][C:3]([OH:34])=[O:2])=[O:33])=[CH:18][CH:17]=1. (3) The reactants are [C:1]([O:5][C:6]([NH:8][CH:9]([C:13]1[CH:18]=[CH:17][CH:16]=[CH:15][CH:14]=1)[C:10]([OH:12])=[O:11])=[O:7])([CH3:4])([CH3:3])[CH3:2].[N:19]12[CH2:26][CH2:25][CH:22]([CH2:23][CH2:24]1)[C@@H:21](O)[CH2:20]2.C1C=CC2N(O)N=NC=2C=1.C1CCC(N=C=NC2CCCCC2)CC1. The catalyst is C1COCC1. The product is [C:1]([O:5][C:6]([NH:8][CH:9]([C:13]1[CH:18]=[CH:17][CH:16]=[CH:15][CH:14]=1)[C:10]([O:12][C@@H:21]1[CH:22]2[CH2:25][CH2:26][N:19]([CH2:24][CH2:23]2)[CH2:20]1)=[O:11])=[O:7])([CH3:4])([CH3:2])[CH3:3]. The yield is 0.585.